From a dataset of Forward reaction prediction with 1.9M reactions from USPTO patents (1976-2016). Predict the product of the given reaction. Given the reactants [CH3:1][CH2:2][CH:3]([OH:6])[CH2:4][CH3:5].[C:7](Cl)(Cl)=[O:8].C1(C)C=CC=CC=1.[F:18][C:19]([F:55])([F:54])[C:20]1[CH:21]=[C:22]([CH:47]=[C:48]([C:50]([F:53])([F:52])[F:51])[CH:49]=1)[CH2:23][N:24]([C:41]1[N:42]=[N:43][N:44]([CH3:46])[N:45]=1)[C@H:25]1[CH2:31][CH2:30][CH2:29][NH:28][C:27]2[CH:32]=[C:33]([C:37]([F:40])([F:39])[F:38])[C:34]([CH3:36])=[CH:35][C:26]1=2.N1C=CC=CC=1, predict the reaction product. The product is: [CH2:2]([CH:3]([O:6][C:7]([N:28]1[CH2:29][CH2:30][CH2:31][C@H:25]([N:24]([CH2:23][C:22]2[CH:47]=[C:48]([C:50]([F:53])([F:52])[F:51])[CH:49]=[C:20]([C:19]([F:18])([F:55])[F:54])[CH:21]=2)[C:41]2[N:42]=[N:43][N:44]([CH3:46])[N:45]=2)[C:26]2[CH:35]=[C:34]([CH3:36])[C:33]([C:37]([F:39])([F:38])[F:40])=[CH:32][C:27]1=2)=[O:8])[CH2:4][CH3:5])[CH3:1].